This data is from Full USPTO retrosynthesis dataset with 1.9M reactions from patents (1976-2016). The task is: Predict the reactants needed to synthesize the given product. (1) Given the product [Cl:17][C:18]1[CH:19]=[CH:20][C:21]([C:24]2[O:32][C:31]3[CH:30]=[CH:29][N:28]([C:2]4[CH:14]=[CH:13][C:5]([C:6]([NH:8][CH2:9][CH:10]5[CH2:12][CH2:11]5)=[O:7])=[C:4]([O:15][CH3:16])[CH:3]=4)[C:27](=[O:33])[C:26]=3[CH:25]=2)=[CH:22][CH:23]=1, predict the reactants needed to synthesize it. The reactants are: Br[C:2]1[CH:14]=[CH:13][C:5]([C:6]([NH:8][CH2:9][CH:10]2[CH2:12][CH2:11]2)=[O:7])=[C:4]([O:15][CH3:16])[CH:3]=1.[Cl:17][C:18]1[CH:23]=[CH:22][C:21]([C:24]2[O:32][C:31]3[CH:30]=[CH:29][NH:28][C:27](=[O:33])[C:26]=3[CH:25]=2)=[CH:20][CH:19]=1.C(=O)([O-])[O-].[K+].[K+].CN[C@@H]1CCCC[C@H]1NC. (2) Given the product [Br:1][C:2]1[C:3]([N:12]2[CH2:17][CH2:16][N:15]([CH2:18][CH:19]3[CH2:22][CH2:21][CH2:20]3)[CH2:14][CH2:13]2)=[C:4]2[N:9]=[C:34]([C:33]3[CH:32]=[CH:31][C:30]([CH2:29][N:26]4[CH2:27][CH2:28][O:23][CH2:24][CH2:25]4)=[CH:37][CH:36]=3)[NH:8][C:5]2=[N:6][CH:7]=1, predict the reactants needed to synthesize it. The reactants are: [Br:1][C:2]1[C:3]([N:12]2[CH2:17][CH2:16][N:15]([CH2:18][CH:19]3[CH2:22][CH2:21][CH2:20]3)[CH2:14][CH2:13]2)=[C:4]([N+:9]([O-])=O)[C:5]([NH2:8])=[N:6][CH:7]=1.[O:23]1[CH2:28][CH2:27][N:26]([CH2:29][C:30]2[CH:37]=[CH:36][C:33]([CH:34]=O)=[CH:32][CH:31]=2)[CH2:25][CH2:24]1.[O-]S(S([O-])=O)=O.[Na+].[Na+]. (3) Given the product [CH2:1]([O:3][C:4](=[O:19])[C:5]1[CH:10]=[C:9]([Cl:11])[C:8]([N:12]2[CH2:17][CH2:16][N:15]([C:25]3[CH:26]=[C:21]([Cl:20])[N:22]=[CH:23][N:24]=3)[C@H:14]([CH3:18])[CH2:13]2)=[N:7][CH:6]=1)[CH3:2], predict the reactants needed to synthesize it. The reactants are: [CH2:1]([O:3][C:4](=[O:19])[C:5]1[CH:10]=[C:9]([Cl:11])[C:8]([N:12]2[CH2:17][CH2:16][NH:15][C@H:14]([CH3:18])[CH2:13]2)=[N:7][CH:6]=1)[CH3:2].[Cl:20][C:21]1[CH:26]=[C:25](Cl)[N:24]=[CH:23][N:22]=1.C(=O)([O-])[O-].[K+].[K+]. (4) Given the product [Cl:8][C:6]1[N:5]=[C:4]([O:9][CH2:10][C:11]([F:14])([F:13])[F:12])[N:3]=[C:2]([NH:15][C:16]2[CH:25]=[CH:24][C:19]([C:20]([O:22][CH3:23])=[O:21])=[C:18]([O:26][CH2:27][CH2:28][CH2:29][Cl:30])[CH:17]=2)[N:7]=1, predict the reactants needed to synthesize it. The reactants are: Cl[C:2]1[N:7]=[C:6]([Cl:8])[N:5]=[C:4]([O:9][CH2:10][C:11]([F:14])([F:13])[F:12])[N:3]=1.[NH2:15][C:16]1[CH:25]=[CH:24][C:19]([C:20]([O:22][CH3:23])=[O:21])=[C:18]([O:26][CH2:27][CH2:28][CH2:29][Cl:30])[CH:17]=1.